Dataset: Experimentally validated miRNA-target interactions with 360,000+ pairs, plus equal number of negative samples. Task: Binary Classification. Given a miRNA mature sequence and a target amino acid sequence, predict their likelihood of interaction. (1) Result: 1 (interaction). The miRNA is hsa-miR-6858-5p with sequence GUGAGGAGGGGCUGGCAGGGAC. The protein sequence of the target gene is MALVPYEETTEFGLQKFHKPLATFSFANHTIQIRQDWRHLGVAAVVWDAAIVLSTYLEMGAVELRGRSAVELGAGTGLVGIVAALLGAHVTITDRKVALEFLKSNVQANLPPHIQTKTVVKELTWGQNLGSFSPGEFDLILGADIIYLEETFTDLLQTLEHLCSNHSVILLACRIRYERDNNFLAMLERQFTVRKVHYDPEKDVHIYEAQKRNQKEDL. (2) The miRNA is mmu-miR-3060-3p with sequence CCAUAGCACAGAAGCACUCCCA. The protein sequence of the target gene is MTGEKIRSLRRDHKPSKEEGDLLEPGDEEAAAALGGTFTRSRIGKGGKACHKIFSNHHHRLQLKAAPASSNPPGAPALPLHNSSVTANSQSPALLAGTNPVAVVADGGSCPAHYPVHECVFKGDVRRLSSLIRTHNIGQKDNHGNTPLHLAVMLGNKECAHLLLAHNAPVKVKNAQGWSPLAEAISYGDRQMITALLRKLKQQSRESVEEKRPRLLKALKELGDFYLELHWDFQSWVPLLSRILPSDACKIYKQGINIRLDTTLIDFTDMKCQRGDLSFIFNGDAAPSESFVVLDNEQKV.... Result: 0 (no interaction). (3) The miRNA is mmu-miR-222-3p with sequence AGCUACAUCUGGCUACUGGGUCU. The protein sequence of the target gene is MSNVRVSNGSPSLERMDARQAEHPKPSACRNLFGPVNHEELTRDLEKHCRDMEEASQRKWNFDFQNHKPLEGRYEWQEVERGSLPEFYYRPPRPPKSACKVLAQESQDVSGSRQAVPLIGSQANSEDRHLVDQMPDSSDNPAGLAEQCPGMRKRPAAEDSSSQNKRANRTEENVSDGSPNAGTVEQTPKKPGLRRQT. Result: 1 (interaction). (4) The miRNA is mmu-miR-199b-3p with sequence ACAGUAGUCUGCACAUUGGUUA. The protein sequence of the target gene is MVNTRKSSLRLLGSKSPGPGPGPGAGAEPGATGGSSHFISSRTRSSKTRAASCPAAKAGGSGGAGVTLDEARKVEVDGSLSDSHVSPPAKRTLKQPDSVCKDKSKSRSTGQREEWNLSTGQARLTSQPGATLPNGHSGLSLRSHPLRGEKKGDGDLSCINGDMEVRKSCRSRKNRFESVNQSLLFDQLVNSTAEAVLQEMDNINIRQNRRSGEVERLRMWTDTEFENMDMYSRVKRRRKSLRRNSYGIQNHHEVSTEGEEEESQEEDGDIEVEEAEGEENDRPYNLRQRKTVDRYQAPPI.... Result: 0 (no interaction). (5) The miRNA is mmu-miR-3112-5p with sequence ACAUAGAAAAGGCAGUCUGCA. The protein sequence of the target gene is MDQRKNDSIVPSITQLEDFLTEHNSNVVWLLVATILSCGWIIYLTYYNSRNVGLILTLVLNRLYKHGYIHIGSFSFSVLSGKVMVREIYYITEDMSIRIQDGFIIFRWWKMYNPKQKQHDPKAETRLYITVNDFEFHVYNRSDLYGRLQELFGLEPTIIPPKKDDDKTRENGRTRTQSKIERVKVKTESQDPTSSWRSLIPVIKVNVSTGRLAFGNHYQPQTLCINFDDAFLTYTTKPPSSHLDQFMHIVKGKLENVRVMLVPSPRYVGLQNDEPPRLMGEGFVVLQSNDVDLYYYMDEP.... Result: 0 (no interaction). (6) The miRNA is hsa-miR-516a-5p with sequence UUCUCGAGGAAAGAAGCACUUUC. The protein sequence of the target gene is MQMDNRLPPKKVPGFCSFRYGLSFLVHCCNVIITAQRACLNLTMVVMVNSTDPHGLPNTSTKKLLDNIKNPMYNWSPDIQGIILSSTSYGVIIIQVPVGYFSGIYSTKKMIGFALCLSSVLSLLIPPAAGIGVAWVVVCRAVQGAAQGIVATAQFEIYVKWAPPLERGRLTSMSTSGFLLGPFIVLLVTGVICESLGWPMVFYIFGACGCAVCLLWFVLFYDDPKDHPCISISEKEYITSSLVQQVSSSRQSLPIKAILKSLPVWAISTGSFTFFWSHNIMTLYTPMFINSMLHVNIKEN.... Result: 0 (no interaction). (7) The miRNA is hsa-miR-371a-3p with sequence AAGUGCCGCCAUCUUUUGAGUGU. The protein sequence of the target gene is MSAALLRRGLELLAASEAPRDPPGQAKPRGAPVKRPRKTKAIQAQKLRNSAKGKVPKSALDEYRKRECRDHLRVNLKFLTRTRSTVAESVSQQILRQNRGRKACDRPVAKTKKKKAEGTVFTEEDFQKFQQEYFGS. Result: 0 (no interaction). (8) The miRNA is hsa-miR-891a-3p with sequence AGUGGCACAUGUUUGUUGUGAG. The protein sequence of the target gene is MSQPRTPEQALDTPGDCPPGRRDEDAGEGIQCSQRMLSFSDALLSIIATVMILPVTHTEISPEQQFDRSVQRLLATRIAVYLMTFLIVTVAWAAHTRLFQVVGKTDDTLALLNLACMMTITFLPYTFSLMVTFPDVPLGIFLFCVCVIAIGVVQALIVGYAFHFPHLLSPQIQRSAHRALYRRHVLGIVLQGPALCFAAAIFSLFFVPLSYLLMVTVILLPYVSKVTGWCRDRLLGHREPSAHPVEVFSFDLHEPLSKERVEAFSDGVYAIVATLLILDICEDNVPDPKDVKERFSGSLV.... Result: 0 (no interaction). (9) The miRNA is mmu-miR-505-5p with sequence GGGAGCCAGGAAGUAUUGAUGUU. The protein sequence of the target gene is MAGRGGRVLLALCAALVAGGWLLTAEAQEPGAPAAGMRRRRRLQQEDGISFEYHRYPELREALVSVWLQCTAISRIYTVGRSFEGRELLVIELSDNPGVHEPGEPEFKYIGNMHGNEAVGRELLIFLAQYLCNEYQKGNETIVNLIHSTRIHIMPSLNPDGFEKAASQPGELKDWFVGRSNAQGIDLNRNFPDLDRIVYVNEKEGGPNNHLLKNLKKIVDQNSKLAPETKAVIHWIMDIPFVLSANLHGGDLVANYPYDETRSGTAHEYSSCPDDAIFQSLARAYSSFNPVMSDPNRPPC.... Result: 0 (no interaction).